Dataset: Reaction yield outcomes from USPTO patents with 853,638 reactions. Task: Predict the reaction yield, written as a fraction of the theoretical maximum amount of product (1.0 means a 100% yield; for example, 0.34 means a 34% yield). The reactants are [Cl:1][C:2]1[CH:29]=[CH:28][CH:27]=[C:26](/[CH:30]=[CH:31]/[CH3:32])[C:3]=1[C:4]([N:6]1[C:14]2[C:9](=[N:10][CH:11]=[CH:12][CH:13]=2)[C:8]([C:15]2[CH:24]=[CH:23][C:18]([C:19]([O:21]C)=[O:20])=[CH:17][C:16]=2[F:25])=[N:7]1)=[O:5].O[Li].O.Cl. The catalyst is C1COCC1.O. The product is [Cl:1][C:2]1[CH:29]=[CH:28][CH:27]=[C:26](/[CH:30]=[CH:31]/[CH3:32])[C:3]=1[C:4]([N:6]1[C:14]2[C:9](=[N:10][CH:11]=[CH:12][CH:13]=2)[C:8]([C:15]2[CH:24]=[CH:23][C:18]([C:19]([OH:21])=[O:20])=[CH:17][C:16]=2[F:25])=[N:7]1)=[O:5]. The yield is 0.150.